Dataset: Reaction yield outcomes from USPTO patents with 853,638 reactions. Task: Predict the reaction yield, written as a fraction of the theoretical maximum amount of product (1.0 means a 100% yield; for example, 0.34 means a 34% yield). (1) No catalyst specified. The reactants are N1C=CC=C(CCN)C=1.C(I)CCCC.[N:16]1[CH:21]=[CH:20][CH:19]=[C:18]([CH2:22][CH2:23][NH:24][CH2:25][CH2:26][CH2:27][CH2:28][CH3:29])[CH:17]=1.Cl[C:31]([O:33][CH3:34])=[O:32]. The yield is 0.400. The product is [CH2:25]([N:24]([CH2:23][CH2:22][C:18]1[CH:17]=[N:16][CH:21]=[CH:20][CH:19]=1)[C:31](=[O:32])[O:33][CH3:34])[CH2:26][CH2:27][CH2:28][CH3:29]. (2) The reactants are O[C:2]1[C:3]2[CH:16]=[N:15][N:14]([CH2:17][C:18]3[CH:23]=[CH:22][C:21]([O:24][CH3:25])=[CH:20][CH:19]=3)[C:4]=2[C:5](=[O:13])[N:6]([CH3:12])[C:7]=1[C:8]([O:10][CH3:11])=[O:9].S(OS(C(F)(F)F)(=O)=O)(C(F)(F)F)(=O)=O.[O-]S(C(F)(F)F)(=O)=O.[CH3:49][C:50]1[CH:51]=[C:52](B(O)O)[CH:53]=[CH:54][C:55]=1[CH3:56].C(=O)([O-])[O-].[Na+].[Na+]. The catalyst is ClCCl.O1CCOCC1.O.C1C=CC([P]([Pd]([P](C2C=CC=CC=2)(C2C=CC=CC=2)C2C=CC=CC=2)([P](C2C=CC=CC=2)(C2C=CC=CC=2)C2C=CC=CC=2)[P](C2C=CC=CC=2)(C2C=CC=CC=2)C2C=CC=CC=2)(C2C=CC=CC=2)C2C=CC=CC=2)=CC=1.CCOC(C)=O. The product is [CH3:49][C:50]1[CH:51]=[C:52]([C:2]2[C:3]3[CH:16]=[N:15][N:14]([CH2:17][C:18]4[CH:23]=[CH:22][C:21]([O:24][CH3:25])=[CH:20][CH:19]=4)[C:4]=3[C:5](=[O:13])[N:6]([CH3:12])[C:7]=2[C:8]([O:10][CH3:11])=[O:9])[CH:53]=[CH:54][C:55]=1[CH3:56]. The yield is 0.840. (3) The reactants are [CH3:1][O:2][C:3]1[CH:10]=[CH:9][C:6]([CH:7]=[O:8])=[CH:5][CH:4]=1.C(=O)([O-])[O-].[K+].[K+].[F:17][C:18]([Si](C)(C)C)([F:20])[F:19]. The catalyst is CN(C)C=O. The product is [F:17][C:18]([F:20])([F:19])[CH:7]([C:6]1[CH:9]=[CH:10][C:3]([O:2][CH3:1])=[CH:4][CH:5]=1)[OH:8]. The yield is 0.840. (4) The reactants are CCN(C(C)C)C(C)C.[F:10][C:11]1[CH:12]=[C:13]([N:17]2[CH:21]=[C:20]([C:22]([OH:24])=O)[N:19]=[N:18]2)[CH:14]=[CH:15][CH:16]=1.FC1C=C(C=CC=1)N.C1C=CC2N(O)N=NC=2C=1.CCN=C=NCCCN(C)C.Cl.[NH2:55][CH2:56][C:57]([N:59]1[CH2:64][CH2:63][CH:62]([O:65][C:66]2[CH:71]=[CH:70][CH:69]=[C:68]([C:72]([F:75])([F:74])[F:73])[CH:67]=2)[CH2:61][CH2:60]1)=[O:58]. The catalyst is CN(C=O)C.O. The product is [O:58]=[C:57]([N:59]1[CH2:60][CH2:61][CH:62]([O:65][C:66]2[CH:71]=[CH:70][CH:69]=[C:68]([C:72]([F:75])([F:73])[F:74])[CH:67]=2)[CH2:63][CH2:64]1)[CH2:56][NH:55][C:22]([C:20]1[N:19]=[N:18][N:17]([C:13]2[CH:14]=[CH:15][CH:16]=[C:11]([F:10])[CH:12]=2)[CH:21]=1)=[O:24]. The yield is 0.775. (5) The reactants are Cl.[Br:2][C:3]1[CH:8]=[C:7]([CH3:9])[C:6]([NH:10][NH2:11])=[C:5]([CH3:12])[CH:4]=1.[Br:13][C:14]1[CH:15]=[C:16]([CH:27]=[CH:28][CH:29]=1)[C:17]([N:19]=[C:20](OCC)[CH2:21][CH2:22][CH3:23])=O.C([O-])(=O)C.[Na+].C(O)(=O)C. The catalyst is C1(C)C=CC=CC=1.O1CCOCC1. The product is [Br:2][C:3]1[CH:4]=[C:5]([CH3:12])[C:6]([N:10]2[C:17]([C:16]3[CH:27]=[CH:28][CH:29]=[C:14]([Br:13])[CH:15]=3)=[N:19][C:20]([CH2:21][CH2:22][CH3:23])=[N:11]2)=[C:7]([CH3:9])[CH:8]=1. The yield is 0.560.